From a dataset of Forward reaction prediction with 1.9M reactions from USPTO patents (1976-2016). Predict the product of the given reaction. (1) Given the reactants CN(C(ON1N=NC2C=CC=NC1=2)=[N+](C)C)C.F[P-](F)(F)(F)(F)F.C(N(CC)C(C)C)(C)C.[CH3:34][C:35]1[CH:40]=[C:39]([CH3:41])[CH:38]=[C:37]([CH3:42])[C:36]=1[NH:43][C:44]([NH:46][C:47]1[C:48]([C:57](O)=[O:58])=[CH:49][C:50]2[C:55]([CH:56]=1)=[CH:54][CH:53]=[CH:52][CH:51]=2)=[O:45].Cl.[NH2:61][CH2:62][CH2:63][C:64]([O:66][CH3:67])=[O:65].C([O-])(O)=O.[Na+], predict the reaction product. The product is: [CH3:34][C:35]1[CH:40]=[C:39]([CH3:41])[CH:38]=[C:37]([CH3:42])[C:36]=1[NH:43][C:44]([NH:46][C:47]1[C:48]([C:57]([NH:61][CH2:62][CH2:63][C:64]([O:66][CH3:67])=[O:65])=[O:58])=[CH:49][C:50]2[C:55]([CH:56]=1)=[CH:54][CH:53]=[CH:52][CH:51]=2)=[O:45]. (2) Given the reactants [CH2:1]([O:3][C:4]([C:6]1[NH:7][C:8]2[C:13]([CH:14]=1)=[CH:12][C:11]([CH3:15])=[CH:10][C:9]=2[Cl:16])=[O:5])[CH3:2].[C:17]([O:21][C:22]([N:24]1[CH2:28][C@H:27]([CH3:29])OS1(=O)=O)=[O:23])([CH3:20])([CH3:19])[CH3:18], predict the reaction product. The product is: [CH2:1]([O:3][C:4]([C:6]1[N:7]([C@H:27]([CH3:29])[CH2:28][NH:24][C:22]([O:21][C:17]([CH3:20])([CH3:19])[CH3:18])=[O:23])[C:8]2[C:13]([CH:14]=1)=[CH:12][C:11]([CH3:15])=[CH:10][C:9]=2[Cl:16])=[O:5])[CH3:2]. (3) Given the reactants F[C:2]1[CH:9]=[CH:8][C:7]([I:10])=[CH:6][C:3]=1[C:4]#[N:5].[NH:11]1[CH:15]=[N:14][CH:13]=[N:12]1.C(=O)([O-])[O-].[Cs+].[Cs+], predict the reaction product. The product is: [I:10][C:7]1[CH:8]=[CH:9][C:2]([N:11]2[CH:15]=[N:14][CH:13]=[N:12]2)=[C:3]([CH:6]=1)[C:4]#[N:5]. (4) Given the reactants C1(O[C:8](=[O:40])[NH:9][C:10]2[CH:15]=[CH:14][C:13]([C:16]3[CH:21]=[C:20]([C:22]4[CH:27]=[C:26]([F:28])[CH:25]=[CH:24][C:23]=4[S:29]([CH3:32])(=[O:31])=[O:30])[N:19]=[C:18]([N:33]4[CH2:38][CH2:37][O:36][CH2:35][C@@H:34]4[CH3:39])[N:17]=3)=[CH:12][CH:11]=2)C=CC=CC=1.[NH2:41][C@@H:42]([CH3:45])[CH2:43][OH:44], predict the reaction product. The product is: [F:28][C:26]1[CH:25]=[CH:24][C:23]([S:29]([CH3:32])(=[O:31])=[O:30])=[C:22]([C:20]2[N:19]=[C:18]([N:33]3[CH2:38][CH2:37][O:36][CH2:35][C@@H:34]3[CH3:39])[N:17]=[C:16]([C:13]3[CH:12]=[CH:11][C:10]([NH:9][C:8]([NH:41][C@@H:42]([CH3:45])[CH2:43][OH:44])=[O:40])=[CH:15][CH:14]=3)[CH:21]=2)[CH:27]=1. (5) Given the reactants Br[C:2]1[CH:3]=[C:4]2[C:9](=[N:10][C:11]=1[CH:12]([O:15][CH3:16])[O:13][CH3:14])[NH:8][CH2:7][CH2:6][CH2:5]2.[NH:17]1[CH:21]=[CH:20][N:19]=[CH:18]1.C([O-])([O-])=O.[Cs+].[Cs+], predict the reaction product. The product is: [CH3:14][O:13][CH:12]([O:15][CH3:16])[C:11]1[N:10]=[C:9]2[C:4]([CH2:5][CH2:6][CH2:7][NH:8]2)=[CH:3][C:2]=1[N:17]1[CH:21]=[CH:20][N:19]=[CH:18]1. (6) Given the reactants [CH3:1][O:2][C:3]1[CH:4]=[N:5][CH:6]=[CH:7][C:8]=1[C:9]1[CH:14]=[CH:13][C:12]([NH:15][C:16](=[O:25])[O:17][CH2:18][C:19]2[CH:24]=[CH:23][CH:22]=[CH:21][CH:20]=2)=[C:11]([O:26][CH:27]([CH3:29])[CH3:28])[CH:10]=1.[CH3:30][I:31], predict the reaction product. The product is: [I-:31].[CH2:18]([O:17][C:16]([NH:15][C:12]1[CH:13]=[CH:14][C:9]([C:8]2[CH:7]=[CH:6][N+:5]([CH3:30])=[CH:4][C:3]=2[O:2][CH3:1])=[CH:10][C:11]=1[O:26][CH:27]([CH3:29])[CH3:28])=[O:25])[C:19]1[CH:20]=[CH:21][CH:22]=[CH:23][CH:24]=1. (7) Given the reactants [C:1]1(C2C=CC=CC=2)[CH:6]=[CH:5][C:4]([CH2:7][O:8][C:9]2[CH:14]=[CH:13][C:12]([CH2:15][CH2:16][CH2:17][O:18][C:19]3[CH:27]=[CH:26][C:25]([C:28]([O:30][CH2:31][CH3:32])=[O:29])=[CH:24][C:20]=3[C:21](O)=[O:22])=[CH:11][CH:10]=2)=[CH:3][CH:2]=1.[NH2:39][C@@H:40]1[CH2:45][CH2:44][C@H:43]([C:46]([O:48][CH2:49]C)=[O:47])[CH2:42][CH2:41]1, predict the reaction product. The product is: [C:1]1([C:1]2[CH:6]=[CH:5][CH:4]=[CH:3][CH:2]=2)[CH:2]=[CH:3][C:4]([CH2:7][O:8][C:9]2[CH:14]=[CH:13][C:12]([CH2:15][CH2:16][CH2:17][O:18][C:19]3[CH:27]=[CH:26][C:25]([C:28]([O:30][CH2:31][CH3:32])=[O:29])=[CH:24][C:20]=3[C:21]([NH:39][C@H:40]3[CH2:41][CH2:42][C@@H:43]([C:46]([O:48][CH3:49])=[O:47])[CH2:44][CH2:45]3)=[O:22])=[CH:11][CH:10]=2)=[CH:5][CH:6]=1. (8) The product is: [CH2:1]([O:8][C:9]1[C:17]2[N:16]=[C:15]([CH3:18])[N:14]([CH3:19])[C:13]=2[CH:12]=[C:11]([CH2:20][O:21][CH3:24])[CH:10]=1)[C:2]1[CH:7]=[CH:6][CH:5]=[CH:4][CH:3]=1. Given the reactants [CH2:1]([O:8][C:9]1[C:17]2[N:16]=[C:15]([CH3:18])[N:14]([CH3:19])[C:13]=2[CH:12]=[C:11]([CH2:20][OH:21])[CH:10]=1)[C:2]1[CH:7]=[CH:6][CH:5]=[CH:4][CH:3]=1.[H-].[Na+].[CH3:24]I.[Cl-].[NH4+], predict the reaction product. (9) Given the reactants [OH:1][C:2]1[C:3]([C:24]([NH:26][CH2:27][C:28]([O:30]CC)=[O:29])=[O:25])=[C:4]2[C:9](=[CH:10][CH:11]=1)[N:8]=[C:7]([C:12]1[CH:17]=[CH:16][CH:15]=[CH:14][CH:13]=1)[C:6]([C:18]1[CH:23]=[CH:22][CH:21]=[CH:20][CH:19]=1)=[N:5]2.[OH-].[Na+], predict the reaction product. The product is: [OH:1][C:2]1[C:3]([C:24]([NH:26][CH2:27][C:28]([OH:30])=[O:29])=[O:25])=[C:4]2[C:9](=[CH:10][CH:11]=1)[N:8]=[C:7]([C:12]1[CH:13]=[CH:14][CH:15]=[CH:16][CH:17]=1)[C:6]([C:18]1[CH:23]=[CH:22][CH:21]=[CH:20][CH:19]=1)=[N:5]2. (10) Given the reactants [F:1][C:2]([F:27])([F:26])[C:3]1[CH:4]=[C:5]([CH:9]([C:16]2[CH:21]=[CH:20][CH:19]=[C:18]([C:22]([F:25])([F:24])[F:23])[CH:17]=2)[N:10]2[CH2:15][CH2:14][NH:13][CH2:12][CH2:11]2)[CH:6]=[CH:7][CH:8]=1.Br[CH2:29][C:30]([O:32][C:33]([CH3:36])([CH3:35])[CH3:34])=[O:31].C(N(CC)CC)C, predict the reaction product. The product is: [F:27][C:2]([F:1])([F:26])[C:3]1[CH:4]=[C:5]([CH:9]([C:16]2[CH:21]=[CH:20][CH:19]=[C:18]([C:22]([F:23])([F:24])[F:25])[CH:17]=2)[N:10]2[CH2:15][CH2:14][N:13]([CH2:29][C:30]([O:32][C:33]([CH3:36])([CH3:35])[CH3:34])=[O:31])[CH2:12][CH2:11]2)[CH:6]=[CH:7][CH:8]=1.